Task: Predict the product of the given reaction.. Dataset: Forward reaction prediction with 1.9M reactions from USPTO patents (1976-2016) (1) Given the reactants [N+:1]([C:4]1[CH:9]=[CH:8][C:7]([CH:10]2[CH2:15][CH2:14][C:13](=[O:16])[CH2:12][CH2:11]2)=[CH:6][CH:5]=1)([O-])=O.[Cl-].[NH4+], predict the reaction product. The product is: [NH2:1][C:4]1[CH:5]=[CH:6][C:7]([CH:10]2[CH2:11][CH2:12][C:13](=[O:16])[CH2:14][CH2:15]2)=[CH:8][CH:9]=1. (2) Given the reactants [NH2:1][C:2]1[CH:3]=[C:4]2[C:9](=[CH:10][CH:11]=1)[N:8]=[CH:7][C:6]([C:12]#[N:13])=[C:5]2[NH:14][C:15]1[CH:20]=[CH:19][C:18]([F:21])=[C:17]([Cl:22])[CH:16]=1.[CH:23]([C:25]1[N:26]([CH2:30][C:31]([O:33][CH3:34])=[O:32])[CH:27]=[CH:28][N:29]=1)=O.[BH3-]C#N.[Na+], predict the reaction product. The product is: [Cl:22][C:17]1[CH:16]=[C:15]([NH:14][C:5]2[C:4]3[C:9](=[CH:10][CH:11]=[C:2]([NH:1][CH2:23][C:25]4[N:26]([CH2:30][C:31]([O:33][CH3:34])=[O:32])[CH:27]=[CH:28][N:29]=4)[CH:3]=3)[N:8]=[CH:7][C:6]=2[C:12]#[N:13])[CH:20]=[CH:19][C:18]=1[F:21]. (3) The product is: [CH3:21][N:22]([CH3:38])[CH2:23][CH2:24][O:25][C:26]1[CH:27]=[CH:28][C:29]([C:32]([C:2]2[CH:14]=[CH:13][C:5]([O:6][CH:7]3[CH2:12][CH2:11][CH2:10][CH2:9][O:8]3)=[CH:4][CH:3]=2)=[O:33])=[N:30][CH:31]=1. Given the reactants I[C:2]1[CH:14]=[CH:13][C:5]([O:6][CH:7]2[CH2:12][CH2:11][CH2:10][CH2:9][O:8]2)=[CH:4][CH:3]=1.CCCCCC.[CH3:21][N:22]([CH3:38])[CH2:23][CH2:24][O:25][C:26]1[CH:27]=[CH:28][C:29]([C:32](N(OC)C)=[O:33])=[N:30][CH:31]=1.C(O)(C)C, predict the reaction product. (4) Given the reactants [H-].[Na+].[Br:3][C:4]1[CH:9]=[CH:8][C:7]([N:10]2[C:14](=[O:15])[NH:13][CH:12]=[N:11]2)=[CH:6][CH:5]=1.[CH3:16][Si:17]([CH3:24])([CH3:23])[CH2:18][CH2:19][O:20][CH2:21]Cl, predict the reaction product. The product is: [Br:3][C:4]1[CH:5]=[CH:6][C:7]([N:10]2[C:14](=[O:15])[N:13]([CH2:21][O:20][CH2:19][CH2:18][Si:17]([CH3:24])([CH3:23])[CH3:16])[CH:12]=[N:11]2)=[CH:8][CH:9]=1. (5) The product is: [Br:9][C:4]1[CH:3]=[C:2]([Si:22]([C:29]2[CH:30]=[CH:31][CH:32]=[CH:33][CH:34]=2)([C:35]2[CH:40]=[CH:39][CH:38]=[CH:37][CH:36]=2)[C:23]2[CH:24]=[CH:25][CH:26]=[CH:27][CH:28]=2)[CH:7]=[C:6]([Br:8])[CH:5]=1. Given the reactants Br[C:2]1[CH:7]=[C:6]([Br:8])[CH:5]=[C:4]([Br:9])[CH:3]=1.C([Li])CCC.CCCCCC.Cl[Si:22]([C:35]1[CH:40]=[CH:39][CH:38]=[CH:37][CH:36]=1)([C:29]1[CH:34]=[CH:33][CH:32]=[CH:31][CH:30]=1)[C:23]1[CH:28]=[CH:27][CH:26]=[CH:25][CH:24]=1, predict the reaction product. (6) Given the reactants C([O:3][C:4](=[O:21])[CH2:5][CH2:6][CH2:7][CH2:8][C:9]([N:11]1[C:16]2[CH:17]=[CH:18][CH:19]=[CH:20][C:15]=2[O:14][CH2:13][CH2:12]1)=[O:10])C.[OH-].[Na+], predict the reaction product. The product is: [O:14]1[C:15]2[CH:20]=[CH:19][CH:18]=[CH:17][C:16]=2[N:11]([C:9](=[O:10])[CH2:8][CH2:7][CH2:6][CH2:5][C:4]([OH:21])=[O:3])[CH2:12][CH2:13]1. (7) Given the reactants [Cl:1][C:2]1[C:3]([Cl:46])=[CH:4][C:5]2[O:10][CH2:9][C:8](=[O:11])[N:7]([CH2:12][C:13]([N:15]([CH3:44])[CH:16]([C:24]3[CH:29]=[CH:28][C:27]([C:30]4[CH:35]=[CH:34][C:33]([NH:36]C(=O)OC(C)(C)C)=[CH:32][CH:31]=4)=[CH:26][CH:25]=3)[CH2:17][N:18]3[CH2:23][CH2:22][O:21][CH2:20][CH2:19]3)=[O:14])[C:6]=2[CH:45]=1.FC(F)(F)C(O)=O, predict the reaction product. The product is: [NH2:36][C:33]1[CH:32]=[CH:31][C:30]([C:27]2[CH:28]=[CH:29][C:24]([CH:16]([N:15]([CH3:44])[C:13](=[O:14])[CH2:12][N:7]3[C:6]4[CH:45]=[C:2]([Cl:1])[C:3]([Cl:46])=[CH:4][C:5]=4[O:10][CH2:9][C:8]3=[O:11])[CH2:17][N:18]3[CH2:19][CH2:20][O:21][CH2:22][CH2:23]3)=[CH:25][CH:26]=2)=[CH:35][CH:34]=1. (8) Given the reactants Cl.[NH2:2][C:3]1[CH:8]=[C:7]([CH2:9][N:10]2[C:14]([CH3:16])([CH3:15])[C:13](=[O:17])[N:12]([C:18]3[CH:23]=[CH:22][C:21]([C:24]([CH3:27])([CH3:26])[CH3:25])=[CH:20][CH:19]=3)[C:11]2=[O:28])[CH:6]=[CH:5][N:4]=1.[Cl:29][C:30]1[CH:35]=[CH:34][C:33](I)=[CH:32][N:31]=1.C(=O)([O-])[O-].[Cs+].[Cs+].CC1(C)C2C=CC(P(C3C=CC=CC=3)C3C=CC=CC=3)=CC=2OC2C1=CC=C(P(C1C=CC=CC=1)C1C=CC=CC=1)C=2, predict the reaction product. The product is: [C:24]([C:21]1[CH:20]=[CH:19][C:18]([N:12]2[C:13](=[O:17])[C:14]([CH3:16])([CH3:15])[N:10]([CH2:9][C:7]3[CH:6]=[CH:5][N:4]=[C:3]([NH:2][C:33]4[CH:32]=[N:31][C:30]([Cl:29])=[CH:35][CH:34]=4)[CH:8]=3)[C:11]2=[O:28])=[CH:23][CH:22]=1)([CH3:27])([CH3:26])[CH3:25]. (9) Given the reactants [N+:1]([C:4]1[CH:9]=[C:8]([N+:10]([O-:12])=[O:11])[CH:7]=[CH:6][C:5]=1[N:13]=[N:14][C:15]1[C:21]([O:22][CH2:23][CH:24]([CH2:29][CH3:30])[CH2:25][CH2:26][CH2:27][CH3:28])=[CH:20][C:18]([NH2:19])=[C:17]([O:31][CH2:32][CH:33]([CH2:38][CH3:39])[CH2:34][CH2:35][CH2:36][CH3:37])[CH:16]=1)([O-:3])=[O:2].N(OS(=O)(=O)O)=O.S(=O)(=O)(O)O.[CH3:52][C:53]1[CH:54]=[C:55]([CH:73]=[CH:74][CH:75]=1)[N:56]([CH2:65][CH2:66][CH2:67][CH2:68][CH2:69][CH2:70][CH2:71][CH3:72])[CH2:57][CH2:58][CH2:59][CH2:60][CH2:61][CH2:62][CH2:63][CH3:64].S(=O)(=O)(O)[NH2:77], predict the reaction product. The product is: [N+:1]([C:4]1[CH:9]=[C:8]([N+:10]([O-:12])=[O:11])[CH:7]=[CH:6][C:5]=1/[N:13]=[N:14]/[C:15]1[C:21]([O:22][CH2:23][CH:24]([CH2:29][CH3:30])[CH2:25][CH2:26][CH2:27][CH3:28])=[CH:20][C:18](/[N:19]=[N:77]/[C:75]2[CH:74]=[CH:73][C:55]([N:56]([CH2:65][CH2:66][CH2:67][CH2:68][CH2:69][CH2:70][CH2:71][CH3:72])[CH2:57][CH2:58][CH2:59][CH2:60][CH2:61][CH2:62][CH2:63][CH3:64])=[CH:54][C:53]=2[CH3:52])=[C:17]([O:31][CH2:32][CH:33]([CH2:38][CH3:39])[CH2:34][CH2:35][CH2:36][CH3:37])[CH:16]=1)([O-:3])=[O:2].